This data is from Catalyst prediction with 721,799 reactions and 888 catalyst types from USPTO. The task is: Predict which catalyst facilitates the given reaction. (1) Reactant: C(O[BH-](OC(=O)C)OC(=O)C)(=O)C.[Na+].[NH2:15][C@H:16]([CH:20]1[CH2:24][CH2:23][CH2:22][CH2:21]1)[C:17]([OH:19])=[O:18].[CH:25]([C:27]1[CH:32]=[CH:31][N:30]=[C:29]2[N:33]([C:40]([O:42][C:43]([CH3:46])([CH3:45])[CH3:44])=[O:41])[CH:34]=[C:35]([C:36]([O:38][CH3:39])=[O:37])[C:28]=12)=O. Product: [C:43]([O:42][C:40]([N:33]1[C:29]2=[N:30][CH:31]=[CH:32][C:27]([CH2:25][NH:15][C@H:16]([CH:20]3[CH2:24][CH2:23][CH2:22][CH2:21]3)[C:17]([OH:19])=[O:18])=[C:28]2[C:35]([C:36]([O:38][CH3:39])=[O:37])=[CH:34]1)=[O:41])([CH3:46])([CH3:45])[CH3:44]. The catalyst class is: 2. (2) Reactant: [F:1][C:2]1[C:9]([F:10])=[CH:8][CH:7]=[C:6]([F:11])[C:3]=1[CH:4]=[O:5].[C:12]([O:19][CH3:20])(=[O:18])[CH2:13][C:14]([O:16][CH3:17])=[O:15].C([O-])([O-])=O.[K+].[K+].C(OCC)(=O)C. Product: [CH3:17][O:16][C:14](=[O:15])[CH:13]([CH:4]([OH:5])[C:3]1[C:6]([F:11])=[CH:7][CH:8]=[C:9]([F:10])[C:2]=1[F:1])[C:12]([O:19][CH3:20])=[O:18]. The catalyst class is: 18. (3) Reactant: [CH3:1][O:2][C:3]1[CH:13]=[CH:12][C:6]2[NH:7][C:8]([CH2:10][OH:11])=[N:9][C:5]=2[CH:4]=1.[Mn]([O-])(=O)(=O)=[O:15].[K+].C(O)(=O)C. Product: [CH3:1][O:2][C:3]1[CH:13]=[CH:12][C:6]2[NH:7][C:8]([C:10]([OH:15])=[O:11])=[N:9][C:5]=2[CH:4]=1. The catalyst class is: 611.